Dataset: Full USPTO retrosynthesis dataset with 1.9M reactions from patents (1976-2016). Task: Predict the reactants needed to synthesize the given product. (1) Given the product [Cl:17][CH2:18][C:19]1[N:12]=[C:9]2[C:8]([C:13]([F:16])([F:14])[F:15])=[CH:7][C:6]([C:3]3[CH:4]=[CH:5][O:1][CH:2]=3)=[CH:11][N:10]2[CH:21]=1, predict the reactants needed to synthesize it. The reactants are: [O:1]1[CH:5]=[CH:4][C:3]([C:6]2[CH:7]=[C:8]([C:13]([F:16])([F:15])[F:14])[C:9]([NH2:12])=[N:10][CH:11]=2)=[CH:2]1.[Cl:17][CH2:18][C:19]([CH2:21]Cl)=O. (2) Given the product [CH2:9]([O:11][CH2:12][O:13][C:14]1[CH:19]=[CH:18][C:17]([C:20]([OH:22])([CH3:2])[CH3:21])=[CH:16][CH:15]=1)[CH3:10], predict the reactants needed to synthesize it. The reactants are: F[C:2](F)(F)CC[Mg]Br.[CH2:9]([O:11][CH2:12][O:13][C:14]1[CH:19]=[CH:18][C:17]([C:20](=[O:22])[CH3:21])=[CH:16][CH:15]=1)[CH3:10]. (3) Given the product [S:1]1[CH:5]=[CH:4][N:3]=[C:2]1[N:6]1[CH2:7][CH2:8][N:9]([CH:13]([C:15]2[CH:20]=[CH:19][C:18]([CH2:21][NH:22][C:23](=[O:25])[CH3:24])=[CH:17][CH:16]=2)[CH3:14])[CH2:10][CH2:11]1, predict the reactants needed to synthesize it. The reactants are: [S:1]1[CH:5]=[CH:4][N:3]=[C:2]1[N:6]1[CH2:11][CH2:10][NH:9][CH2:8][CH2:7]1.Cl[CH:13]([C:15]1[CH:20]=[CH:19][C:18]([CH2:21][NH:22][C:23](=[O:25])[CH3:24])=[CH:17][CH:16]=1)[CH3:14]. (4) Given the product [OH:8][C@H:9]1[C@H:14]([OH:15])[C@@H:13]([OH:23])[CH:12]([OH:31])[O:11][C@H:10]1[C:39]([O:41][C@@H:42]([CH3:55])[C:43](=[O:54])[NH:44][C@@H:45]([CH3:53])[CH2:46][C:47]1[CH:52]=[CH:51][CH:50]=[CH:49][CH:48]=1)=[O:40], predict the reactants needed to synthesize it. The reactants are: C([O:8][C@H:9]1[C@H:14]([O:15]CC2C=CC=CC=2)[C@@H:13]([O:23]CC2C=CC=CC=2)[C@H:12]([O:31]CC2C=CC=CC=2)[O:11][C@H:10]1[C:39]([O:41][C@@H:42]([CH3:55])[C:43](=[O:54])[NH:44][C@@H:45]([CH3:53])[CH2:46][C:47]1[CH:52]=[CH:51][CH:50]=[CH:49][CH:48]=1)=[O:40])C1C=CC=CC=1.O.C(O)=O.